Dataset: NCI-60 drug combinations with 297,098 pairs across 59 cell lines. Task: Regression. Given two drug SMILES strings and cell line genomic features, predict the synergy score measuring deviation from expected non-interaction effect. (1) Drug 1: C1=C(C(=O)NC(=O)N1)N(CCCl)CCCl. Drug 2: CC1=C(N=C(N=C1N)C(CC(=O)N)NCC(C(=O)N)N)C(=O)NC(C(C2=CN=CN2)OC3C(C(C(C(O3)CO)O)O)OC4C(C(C(C(O4)CO)O)OC(=O)N)O)C(=O)NC(C)C(C(C)C(=O)NC(C(C)O)C(=O)NCCC5=NC(=CS5)C6=NC(=CS6)C(=O)NCCC[S+](C)C)O. Cell line: NCIH23. Synergy scores: CSS=47.5, Synergy_ZIP=3.18, Synergy_Bliss=5.13, Synergy_Loewe=2.25, Synergy_HSA=5.81. (2) Drug 1: CC1=C(C=C(C=C1)C(=O)NC2=CC(=CC(=C2)C(F)(F)F)N3C=C(N=C3)C)NC4=NC=CC(=N4)C5=CN=CC=C5. Drug 2: CC1C(C(CC(O1)OC2CC(CC3=C2C(=C4C(=C3O)C(=O)C5=CC=CC=C5C4=O)O)(C(=O)C)O)N)O. Cell line: UACC62. Synergy scores: CSS=68.8, Synergy_ZIP=3.70, Synergy_Bliss=7.14, Synergy_Loewe=-15.0, Synergy_HSA=7.49. (3) Drug 1: C1=NC(=NC(=O)N1C2C(C(C(O2)CO)O)O)N. Drug 2: C1CCC(C(C1)N)N.C(=O)(C(=O)[O-])[O-].[Pt+4]. Cell line: MALME-3M. Synergy scores: CSS=18.7, Synergy_ZIP=-3.43, Synergy_Bliss=1.14, Synergy_Loewe=-2.04, Synergy_HSA=2.75.